Dataset: Forward reaction prediction with 1.9M reactions from USPTO patents (1976-2016). Task: Predict the product of the given reaction. (1) Given the reactants C1(C)C=CC(S(O[CH2:11][F:12])(=O)=O)=CC=1.[OH:14][C:15]1[CH:16]=[CH:17][C:18]([C:21]([O:23][CH3:24])=[O:22])=[N:19][CH:20]=1.C(=O)([O-])[O-].[Cs+].[Cs+].[NH4+].[Cl-], predict the reaction product. The product is: [F:12][CH2:11][O:14][C:15]1[CH:16]=[CH:17][C:18]([C:21]([O:23][CH3:24])=[O:22])=[N:19][CH:20]=1. (2) Given the reactants [CH:1]1([NH:4][CH:5]2[CH2:10][CH2:9][N:8]([C:11]3[C:16]([F:17])=[CH:15][C:14]([C:18]([F:21])([F:20])[F:19])=[CH:13][N:12]=3)[CH2:7][CH2:6]2)[CH2:3][CH2:2]1.[N:22]1([C:27]2[CH:35]=[CH:34][C:30]([C:31](O)=[O:32])=[CH:29][CH:28]=2)[CH:26]=[N:25][N:24]=[N:23]1, predict the reaction product. The product is: [CH:1]1([N:4]([CH:5]2[CH2:10][CH2:9][N:8]([C:11]3[C:16]([F:17])=[CH:15][C:14]([C:18]([F:20])([F:19])[F:21])=[CH:13][N:12]=3)[CH2:7][CH2:6]2)[C:31](=[O:32])[C:30]2[CH:34]=[CH:35][C:27]([N:22]3[CH:26]=[N:25][N:24]=[N:23]3)=[CH:28][CH:29]=2)[CH2:2][CH2:3]1. (3) Given the reactants [F-].C([N+](CCCC)(CCCC)CCCC)CCC.[F:19][C:20]1[CH:21]=[CH:22][C:23]2[N:24]([C:26]([C:29]3[N:37]=[C:36]4[C:32]([N:33](COCC[Si](C)(C)C)[C:34](=[O:44])[N:35]4[CH:38]4[CH2:43][CH2:42][O:41][CH2:40][CH2:39]4)=[CH:31][N:30]=3)=[CH:27][N:28]=2)[CH:25]=1, predict the reaction product. The product is: [F:19][C:20]1[CH:21]=[CH:22][C:23]2[N:24]([C:26]([C:29]3[N:37]=[C:36]4[C:32]([NH:33][C:34](=[O:44])[N:35]4[CH:38]4[CH2:39][CH2:40][O:41][CH2:42][CH2:43]4)=[CH:31][N:30]=3)=[CH:27][N:28]=2)[CH:25]=1. (4) Given the reactants [CH3:1][N:2]1[CH2:7][CH2:6][C:5](=[O:8])[CH2:4][CH2:3]1.[CH3:9][I:10], predict the reaction product. The product is: [I-:10].[CH3:1][N+:2]1([CH3:9])[CH2:7][CH2:6][C:5](=[O:8])[CH2:4][CH2:3]1. (5) Given the reactants Br[C:2]1[CH:3]=[C:4]([O:9][CH3:10])[CH:5]=[C:6]([F:8])[CH:7]=1.[CH3:11]B1OB(C)OB(C)O1.C(=O)([O-])[O-].[Cs+].[Cs+], predict the reaction product. The product is: [F:8][C:6]1[CH:7]=[C:2]([CH3:11])[CH:3]=[C:4]([O:9][CH3:10])[CH:5]=1. (6) Given the reactants C(OC([NH:11][CH2:12][CH2:13][S:14][CH2:15][C@H:16]([C:25]([OH:27])=O)[NH:17]C(OC(C)(C)C)=O)=O)C1C=CC=CC=1.[CH3:28][S:29]([Cl:32])(=[O:31])=[O:30].[NH:33]1[CH2:37][CH2:36][CH2:35][CH2:34]1, predict the reaction product. The product is: [ClH:32].[NH2:17][C@@H:16]([C:25](=[O:27])[N:33]1[CH2:37][CH2:36][CH2:35][CH2:34]1)[CH2:15][S:14][CH2:13][CH2:12][NH:11][S:29]([CH3:28])(=[O:31])=[O:30].